The task is: Predict the reaction yield, written as a fraction of the theoretical maximum amount of product (1.0 means a 100% yield; for example, 0.34 means a 34% yield).. This data is from Reaction yield outcomes from USPTO patents with 853,638 reactions. (1) The reactants are [CH:1]1([CH:7]([NH:19][C:20]2[CH:25]=[CH:24][C:23]([C:26]([N:28]([CH3:36])[CH2:29][CH2:30][C:31]([O:33][CH2:34][CH3:35])=[O:32])=[O:27])=[CH:22][CH:21]=2)[C:8]2[O:9][C:10]3[CH:17]=[CH:16][C:15]([OH:18])=[CH:14][C:11]=3[C:12]=2[CH3:13])[CH2:6][CH2:5][CH2:4][CH2:3][CH2:2]1.[S:37]1[CH2:42][CH2:41][CH:40](O)[CH2:39][CH2:38]1.C(P(CCCC)CCCC)CCC.N(C(N1CCCCC1)=O)=NC(N1CCCCC1)=O. The catalyst is O1CCCC1. The product is [CH:1]1([CH:7]([NH:19][C:20]2[CH:21]=[CH:22][C:23]([C:26]([N:28]([CH3:36])[CH2:29][CH2:30][C:31]([O:33][CH2:34][CH3:35])=[O:32])=[O:27])=[CH:24][CH:25]=2)[C:8]2[O:9][C:10]3[CH:17]=[CH:16][C:15]([O:18][CH:40]4[CH2:41][CH2:42][S:37][CH2:38][CH2:39]4)=[CH:14][C:11]=3[C:12]=2[CH3:13])[CH2:6][CH2:5][CH2:4][CH2:3][CH2:2]1. The yield is 0.230. (2) The product is [Cl:1][C:2]1[CH:3]=[C:4]([F:26])[C:5]([C:8]2[N:13]=[N:12][C:11]([N:14]([CH3:25])[CH:15]3[CH2:16][C:17]([CH3:24])([CH3:23])[NH:18][C:19]([CH3:21])([CH3:22])[CH2:20]3)=[CH:10][CH:9]=2)=[C:6]([OH:29])[CH:7]=1. The reactants are [Cl:1][C:2]1[CH:7]=[CH:6][C:5]([C:8]2[N:13]=[N:12][C:11]([N:14]([CH3:25])[CH:15]3[CH2:20][C:19]([CH3:22])([CH3:21])[NH:18][C:17]([CH3:24])([CH3:23])[CH2:16]3)=[CH:10][CH:9]=2)=[C:4]([F:26])[CH:3]=1.C(OI(C1C=CC=CC=1)OC(=O)C)(=[O:29])C.S([O-])([O-])(=O)=S.[Na+].[Na+].C(=O)([O-])[O-].[K+].[K+].Cl. The yield is 0.330. The catalyst is C(O)(=O)C.C(OC(=O)C)(=O)C.CC([O-])=O.CC([O-])=O.[Pd+2].